Dataset: NCI-60 drug combinations with 297,098 pairs across 59 cell lines. Task: Regression. Given two drug SMILES strings and cell line genomic features, predict the synergy score measuring deviation from expected non-interaction effect. (1) Drug 1: CC1=C(C=C(C=C1)NC2=NC=CC(=N2)N(C)C3=CC4=NN(C(=C4C=C3)C)C)S(=O)(=O)N.Cl. Drug 2: CCN(CC)CCCC(C)NC1=C2C=C(C=CC2=NC3=C1C=CC(=C3)Cl)OC. Cell line: KM12. Synergy scores: CSS=27.9, Synergy_ZIP=2.20, Synergy_Bliss=-6.33, Synergy_Loewe=-14.8, Synergy_HSA=-4.87. (2) Drug 1: C1CN1C2=NC(=NC(=N2)N3CC3)N4CC4. Drug 2: CC1CCCC2(C(O2)CC(NC(=O)CC(C(C(=O)C(C1O)C)(C)C)O)C(=CC3=CSC(=N3)C)C)C. Cell line: HL-60(TB). Synergy scores: CSS=87.1, Synergy_ZIP=1.34, Synergy_Bliss=1.26, Synergy_Loewe=-1.17, Synergy_HSA=2.65. (3) Drug 1: CC(C)CN1C=NC2=C1C3=CC=CC=C3N=C2N. Drug 2: CC1C(C(CC(O1)OC2CC(CC3=C2C(=C4C(=C3O)C(=O)C5=CC=CC=C5C4=O)O)(C(=O)C)O)N)O. Cell line: SK-OV-3. Synergy scores: CSS=30.7, Synergy_ZIP=6.82, Synergy_Bliss=7.49, Synergy_Loewe=-20.5, Synergy_HSA=1.99.